From a dataset of Forward reaction prediction with 1.9M reactions from USPTO patents (1976-2016). Predict the product of the given reaction. (1) Given the reactants [C:1]([C:4]1[CH:13]=[CH:12][C:7]([C:8]([O:10][CH3:11])=[O:9])=[CH:6][C:5]=1[CH3:14])(=O)[CH3:2].Cl.[NH2:16][OH:17].C([O-])(=O)C.[Na+], predict the reaction product. The product is: [OH:17][N:16]=[C:1]([C:4]1[CH:13]=[CH:12][C:7]([C:8]([O:10][CH3:11])=[O:9])=[CH:6][C:5]=1[CH3:14])[CH3:2]. (2) The product is: [CH3:17][C:15]1[CH:14]=[CH:13][N:12]=[C:11]([O:1][C:2]2[CH:3]=[C:4]([CH:7]=[CH:8][CH:9]=2)[C:5]#[N:6])[CH:16]=1. Given the reactants [OH:1][C:2]1[CH:3]=[C:4]([CH:7]=[CH:8][CH:9]=1)[C:5]#[N:6].F[C:11]1[CH:16]=[C:15]([CH3:17])[CH:14]=[CH:13][N:12]=1, predict the reaction product.